From a dataset of NCI-60 drug combinations with 297,098 pairs across 59 cell lines. Regression. Given two drug SMILES strings and cell line genomic features, predict the synergy score measuring deviation from expected non-interaction effect. (1) Drug 1: C1CC(CNC1)C2=CC=C(C=C2)N3C=C4C=CC=C(C4=N3)C(=O)N. Drug 2: C1CC(C1)(C2=CC=C(C=C2)C3=C(C=C4C(=N3)C=CN5C4=NNC5=O)C6=CC=CC=C6)N. Cell line: OVCAR3. Synergy scores: CSS=51.4, Synergy_ZIP=1.29, Synergy_Bliss=0.826, Synergy_Loewe=-17.6, Synergy_HSA=3.33. (2) Drug 1: C1=CC=C(C=C1)NC(=O)CCCCCCC(=O)NO. Drug 2: CC(C)(C#N)C1=CC(=CC(=C1)CN2C=NC=N2)C(C)(C)C#N. Synergy scores: CSS=3.72, Synergy_ZIP=-0.924, Synergy_Bliss=1.08, Synergy_Loewe=0.493, Synergy_HSA=0.653. Cell line: IGROV1. (3) Drug 1: CS(=O)(=O)C1=CC(=C(C=C1)C(=O)NC2=CC(=C(C=C2)Cl)C3=CC=CC=N3)Cl. Drug 2: C1CN(P(=O)(OC1)NCCCl)CCCl. Cell line: EKVX. Synergy scores: CSS=13.6, Synergy_ZIP=0.944, Synergy_Bliss=6.06, Synergy_Loewe=-10.1, Synergy_HSA=4.92.